This data is from Reaction yield outcomes from USPTO patents with 853,638 reactions. The task is: Predict the reaction yield, written as a fraction of the theoretical maximum amount of product (1.0 means a 100% yield; for example, 0.34 means a 34% yield). (1) The reactants are O1C=CC(N(C[C@@H]2OC(=O)N([C:22]3C=[CH:26][C:25]([C:28]4CCNCC=4)=[C:24](F)[CH:23]=3)C2)[C:7]([O:9][CH2:10][C:11](Cl)(Cl)Cl)=[O:8])=N1.N1C=CC=C[CH:36]=1. The catalyst is ClCCl. The product is [C:7]([O:9][CH2:10][CH3:11])(=[O:8])[CH3:36].[CH3:22][CH2:23][CH2:24][CH:25]([CH3:28])[CH3:26]. The yield is 0.600. (2) The reactants are Br[C:2]1[CH:3]=[C:4]([CH:11]=[CH:12][C:13]=1[O:14][CH3:15])[CH2:5][N:6]1[CH:10]=[CH:9][N:8]=[CH:7]1.[N:16]1[O:20][N:19]=[C:18]2[CH:21]=[C:22](B(O)O)[CH:23]=[CH:24][C:17]=12.C1(P(C2C=CC=CC=2)C2C=CC=CC=2)C=CC=CC=1.C(=O)([O-])[O-].[Cs+].[Cs+]. The catalyst is CN(C)C=O. The product is [N:6]1([CH2:5][C:4]2[CH:11]=[CH:12][C:13]([O:14][CH3:15])=[C:2]([C:22]3[CH:23]=[CH:24][C:17]4[C:18]([CH:21]=3)=[N:19][O:20][N:16]=4)[CH:3]=2)[CH:10]=[CH:9][N:8]=[CH:7]1. The yield is 0.0910. (3) The reactants are [C:1]([O:5][C:6]([N:8]1[CH2:13][CH2:12][CH:11]([N:14]2[CH2:18][CH2:17][C@@H:16]([CH2:19][C:20]3[C:25]([Cl:26])=[CH:24][C:23]([C:27]4[CH:32]=[CH:31][C:30]([C:33](O)=[O:34])=[CH:29][CH:28]=4)=[CH:22][C:21]=3[Cl:36])[C:15]2=[O:37])[CH2:10][CH2:9]1)=[O:7])([CH3:4])([CH3:3])[CH3:2].Cl.[F:39][C:40]([F:48])([F:47])[CH:41]1[CH2:46][CH2:45][NH:44][CH2:43][CH2:42]1.CCN=C=NCCCN(C)C.Cl.ON1C2C=CC=CC=2N=N1.CN1CCOCC1. The catalyst is C(Cl)Cl. The product is [C:1]([O:5][C:6]([N:8]1[CH2:9][CH2:10][CH:11]([N:14]2[CH2:18][CH2:17][C@@H:16]([CH2:19][C:20]3[C:25]([Cl:26])=[CH:24][C:23]([C:27]4[CH:28]=[CH:29][C:30]([C:33]([N:44]5[CH2:45][CH2:46][CH:41]([C:40]([F:48])([F:47])[F:39])[CH2:42][CH2:43]5)=[O:34])=[CH:31][CH:32]=4)=[CH:22][C:21]=3[Cl:36])[C:15]2=[O:37])[CH2:12][CH2:13]1)=[O:7])([CH3:2])([CH3:4])[CH3:3]. The yield is 0.800. (4) The reactants are [C:1]([O-:4])([O-])=O.[Cs+].[Cs+].[Cl:7][C:8]1[C:23]([Cl:24])=[CH:22][C:11]([C:12]([NH:14][C:15]2[CH:20]=[CH:19][NH:18][C:17](=[O:21])[CH:16]=2)=[O:13])=[C:10](F)[CH:9]=1.[F:26][C:27]1[CH:32]=[CH:31][C:30]([OH:33])=[CH:29][C:28]=1OC. The catalyst is CN1C(=O)CCC1. The product is [Cl:7][C:8]1[C:23]([Cl:24])=[CH:22][C:11]([C:12]([NH:14][C:15]2[CH:20]=[CH:19][NH:18][C:17](=[O:21])[CH:16]=2)=[O:13])=[C:10]([O:33][C:30]2[CH:31]=[CH:32][C:27]([F:26])=[CH:28][C:29]=2[O:4][CH3:1])[CH:9]=1. The yield is 0.300. (5) The product is [CH2:1]([N:8]1[CH2:12][CH2:11][CH:10]([O:13][C:14]2[N:19]=[C:18]([O:20][CH3:21])[C:17]([NH2:22])=[CH:16][CH:15]=2)[CH2:9]1)[C:2]1[CH:7]=[CH:6][CH:5]=[CH:4][CH:3]=1. The yield is 0.689. The catalyst is C(O)(=O)C.[Fe]. The reactants are [CH2:1]([N:8]1[CH2:12][CH2:11][CH:10]([O:13][C:14]2[N:19]=[C:18]([O:20][CH3:21])[C:17]([N+:22]([O-])=O)=[CH:16][CH:15]=2)[CH2:9]1)[C:2]1[CH:7]=[CH:6][CH:5]=[CH:4][CH:3]=1. (6) The reactants are [H-].[Na+].C(OP([CH:11]([CH3:17])[C:12]([O:14][CH2:15][CH3:16])=[O:13])(OCC)=O)C.[O:18]1[C:22]2([CH2:27][CH2:26][C:25](=O)[CH2:24][CH2:23]2)[O:21][CH2:20][CH2:19]1. The catalyst is C1COCC1. The product is [O:18]1[C:22]2([CH2:27][CH2:26][C:25](=[C:11]([CH3:17])[C:12]([O:14][CH2:15][CH3:16])=[O:13])[CH2:24][CH2:23]2)[O:21][CH2:20][CH2:19]1. The yield is 0.780. (7) The reactants are [F:1][C:2]1[CH:7]=[CH:6][C:5]([CH2:8][C:9]2[CH:18]=[C:17]3[C:12]([C:13]([OH:25])=[C:14]([C:20]([O:22][CH2:23][CH3:24])=[O:21])[C:15](=[O:19])[NH:16]3)=[N:11][CH:10]=2)=[CH:4][CH:3]=1.I[CH2:27][CH2:28][CH2:29][OH:30]. The catalyst is O1CCCC1. The product is [F:1][C:2]1[CH:7]=[CH:6][C:5]([CH2:8][C:9]2[CH:18]=[C:17]3[C:12]([C:13]([OH:25])=[C:14]([C:20]([O:22][CH2:23][CH3:24])=[O:21])[C:15](=[O:19])[N:16]3[CH2:27][CH2:28][CH2:29][OH:30])=[N:11][CH:10]=2)=[CH:4][CH:3]=1. The yield is 0.950.